Dataset: Aqueous solubility values for 9,982 compounds from the AqSolDB database. Task: Regression/Classification. Given a drug SMILES string, predict its absorption, distribution, metabolism, or excretion properties. Task type varies by dataset: regression for continuous measurements (e.g., permeability, clearance, half-life) or binary classification for categorical outcomes (e.g., BBB penetration, CYP inhibition). For this dataset (solubility_aqsoldb), we predict Y. (1) The compound is O=P(O)(O)CN(CCCCCCN(CP(=O)(O)O)CP(=O)(O)O)CP(=O)(O)O. The Y is -1.52 log mol/L. (2) The drug is CCC(C)c1ccccc1O. The Y is -2.01 log mol/L. (3) The compound is CN(C)C(=O)Nc1ccc(-n2nc(C(C)(C)C)oc2=O)c(Cl)c1. The Y is -4.33 log mol/L.